From a dataset of Full USPTO retrosynthesis dataset with 1.9M reactions from patents (1976-2016). Predict the reactants needed to synthesize the given product. (1) Given the product [Cl:18][C:19]1[CH:24]=[CH:23][C:22]([C:2]2[CH:3]=[C:4]([CH:9]=[CH:10][N:11]=2)[C:5]([O:7][CH3:8])=[O:6])=[CH:21][C:20]=1[F:34], predict the reactants needed to synthesize it. The reactants are: Cl[C:2]1[CH:3]=[C:4]([CH:9]=[CH:10][N:11]=1)[C:5]([O:7][CH3:8])=[O:6].C(=O)([O-])[O-].[K+].[K+].[Cl:18][C:19]1[CH:24]=[CH:23][C:22](B2OC(C)(C)C(C)(C)O2)=[CH:21][C:20]=1[F:34].C(Cl)Cl. (2) Given the product [C:1]([C:4]1[CH:5]=[CH:6][C:7]([O:13][CH2:2][CH2:1][CH2:4][CH:5]([O:14][C:15]2[CH:24]=[CH:23][CH:22]=[C:17]3[C:16]=2[N:25]=[C:9]([NH2:11])[CH:8]=[CH:18]3)[CH3:6])=[C:8]([CH:12]=1)[C:9]([NH2:11])=[O:10])(=[O:3])[CH3:2], predict the reactants needed to synthesize it. The reactants are: [C:1]([C:4]1[CH:5]=[CH:6][C:7]([OH:13])=[C:8]([CH:12]=1)[C:9]([NH2:11])=[O:10])(=[O:3])[CH3:2].[OH:14][C:15]1[CH:16]=[C:17]([CH:22]=[CH:23][CH:24]=1)[C:18](OC)=O.[NH3:25]. (3) Given the product [CH3:1][C:2]1[CH2:7][CH2:6][CH2:5][C:4]([CH3:8])([CH3:9])[C:3]=1[CH2:10][O:11][C:19]1[CH:18]=[CH:17][C:16]2[O:12][CH2:13][O:14][C:15]=2[CH:20]=1, predict the reactants needed to synthesize it. The reactants are: [CH3:1][C:2]1[CH2:7][CH2:6][CH2:5][C:4]([CH3:9])([CH3:8])[C:3]=1[CH2:10][OH:11].[O:12]1[C:16]2[CH:17]=[CH:18][C:19](O)=[CH:20][C:15]=2[O:14][CH2:13]1.C1(P(C2C=CC=CC=2)C2C=CC=CC=2)C=CC=CC=1.N(C(OCC)=O)=NC(OCC)=O. (4) Given the product [F:1][C:2]1[CH:3]=[C:4]([C:10]2[CH:11]=[CH:12][C:13]([CH2:14][OH:15])=[CH:16][CH:17]=2)[CH:5]=[C:6]([F:9])[C:7]=1[F:8], predict the reactants needed to synthesize it. The reactants are: [F:1][C:2]1[CH:3]=[C:4]([C:10]2[CH:17]=[CH:16][C:13]([CH:14]=[O:15])=[CH:12][CH:11]=2)[CH:5]=[C:6]([F:9])[C:7]=1[F:8].O.[BH4-].[Na+].Cl. (5) The reactants are: [O:1]=[C:2]1[N:6]([C:7]2[CH:23]=[CH:22][C:10]3[CH2:11][CH2:12][N:13](C(=O)C(F)(F)F)[CH2:14][CH2:15][C:9]=3[CH:8]=2)[CH2:5][C@H:4]([NH:24][C:25](=[O:34])[O:26][CH2:27][C:28]2[CH:33]=[CH:32][CH:31]=[CH:30][CH:29]=2)[CH2:3]1.C(=O)([O-])[O-].[K+].[K+]. Given the product [O:1]=[C:2]1[N:6]([C:7]2[CH:23]=[CH:22][C:10]3[CH2:11][CH2:12][NH:13][CH2:14][CH2:15][C:9]=3[CH:8]=2)[CH2:5][C@H:4]([NH:24][C:25](=[O:34])[O:26][CH2:27][C:28]2[CH:29]=[CH:30][CH:31]=[CH:32][CH:33]=2)[CH2:3]1, predict the reactants needed to synthesize it. (6) Given the product [I:21][C:20]1[C:13]2[O:7][N:8]=[C:9]([NH2:24])[C:10]=2[CH:17]=[CH:18][C:19]=1[CH3:22], predict the reactants needed to synthesize it. The reactants are: CC(C)([O-])C.[K+].[OH:7][NH:8][C:9](=O)[CH3:10].F[C:13]1[C:20]([I:21])=[C:19]([CH3:22])[CH:18]=[CH:17]C=1C#N.C[N:24](C=O)C. (7) Given the product [CH2:1]([O:3][C:4](=[O:18])[C:5]([C:6](=[O:7])[C:8]1[CH:13]=[CH:12][C:11]([F:14])=[C:10]([O:15][CH3:16])[C:9]=1[F:17])=[CH:24][NH:22][CH:21]1[CH2:28][CH2:27]1)[CH3:2], predict the reactants needed to synthesize it. The reactants are: [CH2:1]([O:3][C:4](=[O:18])[CH2:5][C:6]([C:8]1[CH:13]=[CH:12][C:11]([F:14])=[C:10]([O:15][CH3:16])[C:9]=1[F:17])=[O:7])[CH3:2].CO[CH:21](OC)[N:22]([CH3:24])C.[CH:27]1(N)C[CH2:28]1.S(=O)(=O)(O)O. (8) Given the product [CH3:27][O:26][C:15]1[CH:14]=[C:13]([C:10]2[CH:11]=[CH:12][C:7]([C:37]#[N:38])=[CH:8][CH:9]=2)[N:17]([C:18]2[CH:23]=[CH:22][C:21]([O:24][CH3:25])=[CH:20][CH:19]=2)[N:16]=1, predict the reactants needed to synthesize it. The reactants are: FC(F)(F)S(O[C:7]1[CH:12]=[CH:11][C:10]([C:13]2[N:17]([C:18]3[CH:23]=[CH:22][C:21]([O:24][CH3:25])=[CH:20][CH:19]=3)[N:16]=[C:15]([O:26][CH3:27])[CH:14]=2)=[CH:9][CH:8]=1)(=O)=O.CCOC(C)=O.O.[CH3:37][N:38](C=O)C. (9) Given the product [CH3:13][C:14]1([CH3:26])[C:18]([CH3:19])([CH3:20])[O:17][B:16]([C:21]2[CH:25]=[N:24][N:23]([CH2:2][C:3]34[CH2:12][CH:7]5[CH2:8][CH:9]([CH2:11][CH:5]([CH2:6]5)[CH2:4]3)[CH2:10]4)[CH:22]=2)[O:15]1, predict the reactants needed to synthesize it. The reactants are: Br[CH2:2][C:3]12[CH2:12][CH:7]3[CH2:8][CH:9]([CH2:11][CH:5]([CH2:6]3)[CH2:4]1)[CH2:10]2.[CH3:13][C:14]1([CH3:26])[C:18]([CH3:20])([CH3:19])[O:17][B:16]([C:21]2[CH:22]=[N:23][NH:24][CH:25]=2)[O:15]1.[H-].[Na+]. (10) Given the product [F:1][C:2]([F:16])([F:17])[C:3]1[CH:4]=[CH:5][C:6]([C:9]2([CH2:14][OH:15])[CH2:13][CH2:12][CH2:11][CH2:10]2)=[CH:7][CH:8]=1, predict the reactants needed to synthesize it. The reactants are: [F:1][C:2]([F:17])([F:16])[C:3]1[CH:8]=[CH:7][C:6]([C:9]2([CH:14]=[O:15])[CH2:13][CH2:12][CH2:11][CH2:10]2)=[CH:5][CH:4]=1.[BH4-].[Na+].